This data is from Forward reaction prediction with 1.9M reactions from USPTO patents (1976-2016). The task is: Predict the product of the given reaction. (1) Given the reactants [NH2:1][C:2]1[CH:3]=[C:4]([Cl:31])[CH:5]=[C:6]2[C:10]=1[NH:9][C:8]([C:11]([NH2:13])=[O:12])=[C:7]2[S:14]([N:17]1[CH2:22][CH2:21][O:20][C@H:19]([CH2:23][O:24][C:25]2[CH:30]=[CH:29][CH:28]=[CH:27][CH:26]=2)[CH2:18]1)(=[O:16])=[O:15].[C:32]1(=[O:38])[O:37][C:35](=[O:36])[CH2:34][CH2:33]1, predict the reaction product. The product is: [C:11]([C:8]1[NH:9][C:10]2[C:6]([C:7]=1[S:14]([N:17]1[CH2:22][CH2:21][O:20][C@H:19]([CH2:23][O:24][C:25]3[CH:26]=[CH:27][CH:28]=[CH:29][CH:30]=3)[CH2:18]1)(=[O:16])=[O:15])=[CH:5][C:4]([Cl:31])=[CH:3][C:2]=2[NH:1][C:32](=[O:38])[CH2:33][CH2:34][C:35]([OH:37])=[O:36])(=[O:12])[NH2:13]. (2) Given the reactants [Cl:1][C:2]1[C:3]([N:16]2[CH2:21][CH2:20][CH:19]([C:22]([O:24]C)=[O:23])[CH2:18][CH2:17]2)=[N:4][C:5](Cl)=[C:6]([C:8]2[O:9][C:10]([CH2:13][CH3:14])=[CH:11][N:12]=2)[CH:7]=1.[CH3:26][O-:27].[Na+].Cl, predict the reaction product. The product is: [Cl:1][C:2]1[C:3]([N:16]2[CH2:17][CH2:18][CH:19]([C:22]([OH:24])=[O:23])[CH2:20][CH2:21]2)=[N:4][C:5]([O:27][CH3:26])=[C:6]([C:8]2[O:9][C:10]([CH2:13][CH3:14])=[CH:11][N:12]=2)[CH:7]=1. (3) Given the reactants [F:1][C:2]1[CH:10]=[C:9]2[C:5]([C:6]([C:18]([NH2:20])=[O:19])=[N:7][N:8]2[C:11]2[CH:16]=[C:15](I)[CH:14]=[CH:13][N:12]=2)=[CH:4][CH:3]=1.[C:21]([C@:23]1([OH:30])[CH2:27][CH2:26][N:25]([CH3:28])[C:24]1=[O:29])#[CH:22], predict the reaction product. The product is: [F:1][C:2]1[CH:10]=[C:9]2[C:5]([C:6]([C:18]([NH2:20])=[O:19])=[N:7][N:8]2[C:11]2[CH:16]=[C:15]([C:22]#[C:21][C@:23]3([OH:30])[CH2:27][CH2:26][N:25]([CH3:28])[C:24]3=[O:29])[CH:14]=[CH:13][N:12]=2)=[CH:4][CH:3]=1.